From a dataset of Catalyst prediction with 721,799 reactions and 888 catalyst types from USPTO. Predict which catalyst facilitates the given reaction. Reactant: [CH2:1]([C:8]1[C:16]2[C:11](=[CH:12][CH:13]=[C:14]([C:17]3[CH:22]=[CH:21][C:20]([OH:23])=[CH:19][CH:18]=3)[CH:15]=2)[N:10]([CH3:24])[C:9]=1[C:25]1[CH:30]=[CH:29][CH:28]=[CH:27][CH:26]=1)[C:2]1[CH:7]=[CH:6][CH:5]=[CH:4][CH:3]=1.C([O-])([O-])=O.[K+].[K+].Br[CH2:38][C:39]([O:41][CH3:42])=[O:40]. Product: [CH3:42][O:41][C:39](=[O:40])[CH2:38][O:23][C:20]1[CH:21]=[CH:22][C:17]([C:14]2[CH:15]=[C:16]3[C:11](=[CH:12][CH:13]=2)[N:10]([CH3:24])[C:9]([C:25]2[CH:30]=[CH:29][CH:28]=[CH:27][CH:26]=2)=[C:8]3[CH2:1][C:2]2[CH:3]=[CH:4][CH:5]=[CH:6][CH:7]=2)=[CH:18][CH:19]=1. The catalyst class is: 21.